Dataset: Reaction yield outcomes from USPTO patents with 853,638 reactions. Task: Predict the reaction yield, written as a fraction of the theoretical maximum amount of product (1.0 means a 100% yield; for example, 0.34 means a 34% yield). (1) The reactants are [H-].[Na+].[CH3:3][C:4]1([CH3:32])[CH2:13][C:12]2[C:7](=[C:8]3[CH2:17][C:16]([CH3:19])([CH3:18])[O:15][C:9]3=[C:10]([OH:14])[CH:11]=2)[C:6]([C:20]2[CH:25]=[CH:24][CH:23]=[C:22]([C:26]3[CH:31]=[CH:30][N:29]=[CH:28][CH:27]=3)[CH:21]=2)=[N:5]1.I[CH2:34][CH2:35][CH3:36]. The catalyst is O. The product is [CH3:3][C:4]1([CH3:32])[CH2:13][C:12]2[C:7](=[C:8]3[CH2:17][C:16]([CH3:18])([CH3:19])[O:15][C:9]3=[C:10]([O:14][CH2:34][CH2:35][CH3:36])[CH:11]=2)[C:6]([C:20]2[CH:25]=[CH:24][CH:23]=[C:22]([C:26]3[CH:31]=[CH:30][N:29]=[CH:28][CH:27]=3)[CH:21]=2)=[N:5]1. The yield is 0.700. (2) The reactants are Br[C:2]1[C:11]([F:12])=[CH:10][C:5]([C:6]([O:8][CH3:9])=[O:7])=[C:4]([F:13])[CH:3]=1.C(=O)([O-])[O-].[Cs+].[Cs+].C(=[NH:33])(C1C=CC=CC=1)C1C=CC=CC=1. The catalyst is C1(C)C=CC=CC=1.C([O-])(=O)C.[Pd+2].C([O-])(=O)C.C1C=CC(P(C2C(C3C(P(C4C=CC=CC=4)C4C=CC=CC=4)=CC=C4C=3C=CC=C4)=C3C(C=CC=C3)=CC=2)C2C=CC=CC=2)=CC=1. The product is [NH2:33][C:2]1[C:11]([F:12])=[CH:10][C:5]([C:6]([O:8][CH3:9])=[O:7])=[C:4]([F:13])[CH:3]=1. The yield is 0.530.